Dataset: NCI-60 drug combinations with 297,098 pairs across 59 cell lines. Task: Regression. Given two drug SMILES strings and cell line genomic features, predict the synergy score measuring deviation from expected non-interaction effect. (1) Drug 1: CS(=O)(=O)C1=CC(=C(C=C1)C(=O)NC2=CC(=C(C=C2)Cl)C3=CC=CC=N3)Cl. Drug 2: C1CCC(C(C1)N)N.C(=O)(C(=O)[O-])[O-].[Pt+4]. Cell line: K-562. Synergy scores: CSS=32.8, Synergy_ZIP=-1.72, Synergy_Bliss=5.06, Synergy_Loewe=4.28, Synergy_HSA=7.25. (2) Cell line: T-47D. Drug 1: CS(=O)(=O)CCNCC1=CC=C(O1)C2=CC3=C(C=C2)N=CN=C3NC4=CC(=C(C=C4)OCC5=CC(=CC=C5)F)Cl. Synergy scores: CSS=4.30, Synergy_ZIP=-1.87, Synergy_Bliss=-2.85, Synergy_Loewe=-5.50, Synergy_HSA=-4.83. Drug 2: CC12CCC3C(C1CCC2OP(=O)(O)O)CCC4=C3C=CC(=C4)OC(=O)N(CCCl)CCCl.[Na+]. (3) Drug 1: CC1C(C(CC(O1)OC2CC(CC3=C2C(=C4C(=C3O)C(=O)C5=C(C4=O)C(=CC=C5)OC)O)(C(=O)C)O)N)O.Cl. Drug 2: CC(C)CN1C=NC2=C1C3=CC=CC=C3N=C2N. Cell line: SK-MEL-28. Synergy scores: CSS=12.2, Synergy_ZIP=-2.61, Synergy_Bliss=-2.05, Synergy_Loewe=-14.9, Synergy_HSA=-4.31. (4) Drug 1: C1CCC(CC1)NC(=O)N(CCCl)N=O. Drug 2: CC1=CC2C(CCC3(C2CCC3(C(=O)C)OC(=O)C)C)C4(C1=CC(=O)CC4)C. Cell line: CCRF-CEM. Synergy scores: CSS=32.1, Synergy_ZIP=-0.299, Synergy_Bliss=-4.74, Synergy_Loewe=-15.2, Synergy_HSA=-3.88.